Dataset: Forward reaction prediction with 1.9M reactions from USPTO patents (1976-2016). Task: Predict the product of the given reaction. (1) Given the reactants [F:1][C:2]1[CH:7]=[CH:6][C:5]([C:8]2[CH:22]=[C:21]([CH:23]=O)[CH:20]=[CH:19][C:9]=2[O:10][CH2:11][C:12]([O:14][C:15]([CH3:18])([CH3:17])[CH3:16])=[O:13])=[CH:4][C:3]=1[S:25]([CH3:28])(=[O:27])=[O:26].[CH3:29][NH2:30].C1COCC1.[BH4-].[Na+], predict the reaction product. The product is: [F:1][C:2]1[CH:7]=[CH:6][C:5]([C:8]2[CH:22]=[C:21]([CH2:23][NH:30][CH3:29])[CH:20]=[CH:19][C:9]=2[O:10][CH2:11][C:12]([O:14][C:15]([CH3:18])([CH3:17])[CH3:16])=[O:13])=[CH:4][C:3]=1[S:25]([CH3:28])(=[O:27])=[O:26]. (2) Given the reactants [C:1]([O:4][CH2:5][C@H:6]1[CH2:11][C@@H:10]([O:12][Si:13]([C:26]([CH3:29])([CH3:28])[CH3:27])([C:20]2[CH:25]=[CH:24][CH:23]=[CH:22][CH:21]=2)[C:14]2[CH:19]=[CH:18][CH:17]=[CH:16][CH:15]=2)[CH2:9][CH2:8][C@@:7]1([C@@H:31]1[C@@H:39]([CH2:40][OH:41])[C@H:38]2[C@@:34]([CH3:48])([C:35]([C:42]3[CH:47]=[CH:46][CH:45]=[CH:44][CH:43]=3)=[CH:36][CH2:37]2)[CH2:33][CH2:32]1)[CH3:30])(=[O:3])[CH3:2].[CH3:49][S:50](Cl)(=[O:52])=[O:51], predict the reaction product. The product is: [C:1]([O:4][CH2:5][C@H:6]1[CH2:11][C@@H:10]([O:12][Si:13]([C:26]([CH3:29])([CH3:28])[CH3:27])([C:20]2[CH:21]=[CH:22][CH:23]=[CH:24][CH:25]=2)[C:14]2[CH:19]=[CH:18][CH:17]=[CH:16][CH:15]=2)[CH2:9][CH2:8][C@:7]1([CH3:30])[C@@H:31]1[C@@H:39]([CH2:40][O:41][S:50]([CH3:49])(=[O:52])=[O:51])[C@H:38]2[C@@:34]([CH3:48])([C:35]([C:42]3[CH:43]=[CH:44][CH:45]=[CH:46][CH:47]=3)=[CH:36][CH2:37]2)[CH2:33][CH2:32]1)(=[O:3])[CH3:2]. (3) Given the reactants Cl[C:2]1[CH:7]=[C:6]([CH2:8][OH:9])[CH:5]=[CH:4][N:3]=1.Cl.[CH3:11][NH2:12], predict the reaction product. The product is: [CH3:11][NH:12][C:2]1[CH:7]=[C:6]([CH2:8][OH:9])[CH:5]=[CH:4][N:3]=1. (4) Given the reactants C([O:3][C:4]([C:6]1([C:9]2[CH:14]=[CH:13][C:12]([C:15]3[CH:20]=[CH:19][C:18]([C:21]4[S:22][C:23]([Cl:39])=[CH:24][C:25]=4[NH:26][C:27]([O:29][C@@H:30]([C:32]4[CH:37]=[CH:36][C:35]([F:38])=[CH:34][CH:33]=4)[CH3:31])=[O:28])=[CH:17][C:16]=3[O:40][CH3:41])=[CH:11][CH:10]=2)[CH2:8][CH2:7]1)=[O:5])C.[OH-].[Na+].O1CCCC1.Cl, predict the reaction product. The product is: [Cl:39][C:23]1[S:22][C:21]([C:18]2[CH:19]=[CH:20][C:15]([C:12]3[CH:13]=[CH:14][C:9]([C:6]4([C:4]([OH:5])=[O:3])[CH2:7][CH2:8]4)=[CH:10][CH:11]=3)=[C:16]([O:40][CH3:41])[CH:17]=2)=[C:25]([NH:26][C:27]([O:29][C@@H:30]([C:32]2[CH:37]=[CH:36][C:35]([F:38])=[CH:34][CH:33]=2)[CH3:31])=[O:28])[CH:24]=1. (5) Given the reactants [NH2:1][CH2:2][C:3]1[C:4]([CH2:21][CH:22]([CH3:24])[CH3:23])=[N:5][C:6]2[C:11]([C:12]=1[C:13]1[CH:18]=[CH:17][CH:16]=[CH:15][CH:14]=1)=[CH:10][C:9]([C:19]#[N:20])=[CH:8][CH:7]=2.[OH-:25].[Na+], predict the reaction product. The product is: [NH2:1][CH2:2][C:3]1[C:4]([CH2:21][CH:22]([CH3:24])[CH3:23])=[N:5][C:6]2[C:11]([C:12]=1[C:13]1[CH:18]=[CH:17][CH:16]=[CH:15][CH:14]=1)=[CH:10][C:9]([C:19]([NH2:20])=[O:25])=[CH:8][CH:7]=2.